Task: Predict the reactants needed to synthesize the given product.. Dataset: Full USPTO retrosynthesis dataset with 1.9M reactions from patents (1976-2016) Given the product [CH2:25]([O:24][C:22](=[O:23])[CH2:21][N:3]1[CH2:4][C:5]2([CH2:9][CH2:8][CH2:7][N:6]2[C:10]([O:12][CH2:13][C:14]2[CH:19]=[CH:18][CH:17]=[CH:16][CH:15]=2)=[O:11])[C:2]1=[O:1])[CH3:26], predict the reactants needed to synthesize it. The reactants are: [O:1]=[C:2]1[C:5]2([CH2:9][CH2:8][CH2:7][N:6]2[C:10]([O:12][CH2:13][C:14]2[CH:19]=[CH:18][CH:17]=[CH:16][CH:15]=2)=[O:11])[CH2:4][NH:3]1.Br[CH2:21][C:22]([O:24][CH2:25][CH3:26])=[O:23].